This data is from NCI-60 drug combinations with 297,098 pairs across 59 cell lines. The task is: Regression. Given two drug SMILES strings and cell line genomic features, predict the synergy score measuring deviation from expected non-interaction effect. (1) Drug 1: CN(C)C1=NC(=NC(=N1)N(C)C)N(C)C. Drug 2: CC(C)CN1C=NC2=C1C3=CC=CC=C3N=C2N. Cell line: NCI-H522. Synergy scores: CSS=-4.97, Synergy_ZIP=2.00, Synergy_Bliss=-1.23, Synergy_Loewe=-3.43, Synergy_HSA=-4.93. (2) Drug 1: COC1=NC(=NC2=C1N=CN2C3C(C(C(O3)CO)O)O)N. Drug 2: C1C(C(OC1N2C=NC3=C2NC=NCC3O)CO)O. Cell line: OVCAR-8. Synergy scores: CSS=-0.103, Synergy_ZIP=-1.11, Synergy_Bliss=-4.24, Synergy_Loewe=-3.17, Synergy_HSA=-4.27. (3) Cell line: IGROV1. Synergy scores: CSS=18.6, Synergy_ZIP=-1.29, Synergy_Bliss=-0.701, Synergy_Loewe=-2.79, Synergy_HSA=-0.804. Drug 1: CC12CCC3C(C1CCC2=O)CC(=C)C4=CC(=O)C=CC34C. Drug 2: CC(C1=C(C=CC(=C1Cl)F)Cl)OC2=C(N=CC(=C2)C3=CN(N=C3)C4CCNCC4)N. (4) Drug 1: C1=CC(=C2C(=C1NCCNCCO)C(=O)C3=C(C=CC(=C3C2=O)O)O)NCCNCCO. Drug 2: CCC1(CC2CC(C3=C(CCN(C2)C1)C4=CC=CC=C4N3)(C5=C(C=C6C(=C5)C78CCN9C7C(C=CC9)(C(C(C8N6C=O)(C(=O)OC)O)OC(=O)C)CC)OC)C(=O)OC)O.OS(=O)(=O)O. Cell line: TK-10. Synergy scores: CSS=35.5, Synergy_ZIP=6.55, Synergy_Bliss=8.17, Synergy_Loewe=4.93, Synergy_HSA=7.25. (5) Drug 1: C1CCC(C1)C(CC#N)N2C=C(C=N2)C3=C4C=CNC4=NC=N3. Drug 2: CC1C(C(CC(O1)OC2CC(CC3=C2C(=C4C(=C3O)C(=O)C5=CC=CC=C5C4=O)O)(C(=O)C)O)N)O. Cell line: A498. Synergy scores: CSS=76.5, Synergy_ZIP=4.82, Synergy_Bliss=8.25, Synergy_Loewe=-41.2, Synergy_HSA=8.20.